From a dataset of Full USPTO retrosynthesis dataset with 1.9M reactions from patents (1976-2016). Predict the reactants needed to synthesize the given product. (1) Given the product [Br:1][C:2]1[C:7]([CH3:8])=[CH:6][C:5]([N:9]([CH2:17][C:18]2[CH:23]=[CH:22][C:21]([O:24][CH3:25])=[CH:20][CH:19]=2)[CH2:10][CH2:11][CH2:12][CH2:13][C:14]([O:16][CH3:28])=[O:15])=[C:4]([CH:26]=[O:27])[CH:3]=1, predict the reactants needed to synthesize it. The reactants are: [Br:1][C:2]1[C:7]([CH3:8])=[CH:6][C:5]([N:9]([CH2:17][C:18]2[CH:23]=[CH:22][C:21]([O:24][CH3:25])=[CH:20][CH:19]=2)[CH2:10][CH2:11][CH2:12][CH2:13][C:14]([OH:16])=[O:15])=[C:4]([CH:26]=[O:27])[CH:3]=1.[C:28](=O)([O-])[O-].[K+].[K+].IC.O. (2) Given the product [F:16][C:5]1[CH:6]=[C:7]([O:13][CH3:14])[CH:8]=[CH:9][C:4]=1[C:1]1([CH3:2])[O:3][CH2:17][CH2:18][O:19]1, predict the reactants needed to synthesize it. The reactants are: [C:1]([C:4]1[C:5]([F:16])=[C:6](N)[C:7]([O:13][CH3:14])=[CH:8][C:9]=1OCC)(=[O:3])[CH3:2].[CH3:17][C:18](C1C=CC(OC)=CC=1F)=[O:19].C(O)CO.C1(C)C=CC(S(O)(=O)=O)=CC=1. (3) Given the product [Cl:24][C:21]1[CH:20]=[CH:19][C:18]([C:7]2[N:8]3[CH2:9][C:10]4[CH:11]=[CH:12][CH:13]=[CH:14][C:15]=4[CH2:16][C:17]3=[C:5]([CH2:3][OH:2])[C:6]=2[CH2:25][OH:26])=[CH:23][CH:22]=1, predict the reactants needed to synthesize it. The reactants are: C[O:2][C:3]([C:5]1[C:6]([C:25](OC)=[O:26])=[C:7]([C:18]2[CH:23]=[CH:22][C:21]([Cl:24])=[CH:20][CH:19]=2)[N:8]2[C:17]=1[CH2:16][C:15]1[CH:14]=[CH:13][CH:12]=[CH:11][C:10]=1[CH2:9]2)=O.[H-].[H-].[H-].[H-].[Li+].[Al+3]. (4) Given the product [F:3][C:4]([F:12])([F:11])[CH2:5]/[C:6](=[CH:13]/[OH:14])/[C:7]([O:9][CH3:10])=[O:8], predict the reactants needed to synthesize it. The reactants are: [H-].[Na+].[F:3][C:4]([F:12])([F:11])[CH2:5][CH2:6][C:7]([O:9][CH3:10])=[O:8].[CH:13](OC)=[O:14]. (5) Given the product [Cl:1][C:2]1[N:7]=[CH:6][C:5]([NH:8][CH2:9][CH2:10][OH:11])=[C:4]([C:16]#[C:15][C:14]([CH3:18])([CH3:17])[CH3:13])[CH:3]=1, predict the reactants needed to synthesize it. The reactants are: [Cl:1][C:2]1[N:7]=[CH:6][C:5]([NH:8][CH2:9][CH2:10][OH:11])=[C:4](I)[CH:3]=1.[CH3:13][C:14]([CH3:18])([CH3:17])[C:15]#[CH:16].